From a dataset of Forward reaction prediction with 1.9M reactions from USPTO patents (1976-2016). Predict the product of the given reaction. Given the reactants [OH:1][CH:2]1[CH2:6][CH2:5][O:4][C:3]1=O.[F:8][C:9]1[CH:15]=[CH:14][C:12]([NH2:13])=[CH:11][CH:10]=1.[OH-].[Na+], predict the reaction product. The product is: [F:8][C:9]1[CH:15]=[CH:14][C:12]([N:13]2[CH2:5][CH2:6][CH:2]([OH:1])[C:3]2=[O:4])=[CH:11][CH:10]=1.